Dataset: P-glycoprotein inhibition data for predicting drug efflux from Broccatelli et al.. Task: Regression/Classification. Given a drug SMILES string, predict its absorption, distribution, metabolism, or excretion properties. Task type varies by dataset: regression for continuous measurements (e.g., permeability, clearance, half-life) or binary classification for categorical outcomes (e.g., BBB penetration, CYP inhibition). Dataset: pgp_broccatelli. (1) The drug is O=C(O)COCCN1CCN([C@@H](c2ccccc2)c2ccc(Cl)cc2)CC1. The result is 0 (non-inhibitor). (2) The molecule is COc1cc(O)c2c(=O)c(OC)c(-c3ccc4c(c3)O[C@H](c3ccc(O)c(OC)c3)[C@@H](CO)O4)oc2c1. The result is 1 (inhibitor). (3) The molecule is CC(=O)N[C@H](CC(=O)O)C(=O)O. The result is 0 (non-inhibitor).